The task is: Predict the product of the given reaction.. This data is from Forward reaction prediction with 1.9M reactions from USPTO patents (1976-2016). (1) Given the reactants CON(C)[C:4](=[O:13])[CH2:5][CH2:6][C:7](N(OC)C)=[O:8].[CH2:15]([Mg]Cl)[CH2:16][CH3:17].[CH2:20](O)[CH3:21].O.[CH3:24]COCC, predict the reaction product. The product is: [CH3:15][CH2:16][CH2:17][C:4](=[O:13])[CH2:5][CH2:6][C:7](=[O:8])[CH2:24][CH2:20][CH3:21]. (2) Given the reactants [OH:1][C:2]1[C:7]([CH2:8][CH2:9][CH3:10])=[CH:6][C:5]([O:11][CH3:12])=[C:4]([O:13][CH3:14])[CH:3]=1.Br[CH2:16][C:17]#[C:18][CH3:19].C(=O)([O-])[O-].[K+].[K+], predict the reaction product. The product is: [CH2:16]([O:1][C:2]1[C:7]([CH2:8][CH2:9][CH3:10])=[CH:6][C:5]([O:11][CH3:12])=[C:4]([O:13][CH3:14])[CH:3]=1)[C:17]#[C:18][CH3:19]. (3) Given the reactants [F:1][C:2]1[CH:22]=[CH:21][CH:20]=[C:19]([F:23])[C:3]=1[CH2:4][O:5][C:6]1[C:7]2[N:8]([C:12]([C:16](O)=[O:17])=[C:13]([CH3:15])[N:14]=2)[CH:9]=[CH:10][CH:11]=1.CN(C=O)C.C(Cl)(=O)C([Cl:32])=O, predict the reaction product. The product is: [ClH:32].[F:1][C:2]1[CH:22]=[CH:21][CH:20]=[C:19]([F:23])[C:3]=1[CH2:4][O:5][C:6]1[C:7]2[N:8]([C:12]([C:16]([Cl:32])=[O:17])=[C:13]([CH3:15])[N:14]=2)[CH:9]=[CH:10][CH:11]=1. (4) Given the reactants O.[OH-].[Li+].[CH3:4][CH:5]([CH3:39])[CH2:6][CH2:7][C@@H:8]([C:35]([O:37]C)=[O:36])[NH:9][C:10]([C:12]1[C:21]([NH:22][C:23]([NH:25][C:26]2[C:31]([CH3:32])=[CH:30][C:29]([CH3:33])=[CH:28][C:27]=2[CH3:34])=[O:24])=[CH:20][C:19]2[C:14](=[CH:15][CH:16]=[CH:17][CH:18]=2)[CH:13]=1)=[O:11].O.Cl, predict the reaction product. The product is: [CH3:4][CH:5]([CH3:39])[CH2:6][CH2:7][C@@H:8]([C:35]([OH:37])=[O:36])[NH:9][C:10]([C:12]1[C:21]([NH:22][C:23]([NH:25][C:26]2[C:31]([CH3:32])=[CH:30][C:29]([CH3:33])=[CH:28][C:27]=2[CH3:34])=[O:24])=[CH:20][C:19]2[C:14](=[CH:15][CH:16]=[CH:17][CH:18]=2)[CH:13]=1)=[O:11]. (5) Given the reactants Cl.[NH2:2][C:3]1[CH:27]=[CH:26][C:25]([O:28][C:29]([F:32])([F:31])[F:30])=[CH:24][C:4]=1[C:5]([NH:7][CH2:8][C:9]([NH:11][C@@H:12]1[CH2:16][CH2:15][N:14]([CH2:17]C2C=CC=CC=2)[CH2:13]1)=[O:10])=[O:6].[CH3:33][C:34]1[CH:39]=[CH:38][C:37]2[C:40](CN(C)C)=[CH:41][NH:42][C:36]=2[CH:35]=1.C(N(CC)CC)C.[OH-].[Na+], predict the reaction product. The product is: [NH2:2][C:3]1[CH:27]=[CH:26][C:25]([O:28][C:29]([F:31])([F:32])[F:30])=[CH:24][C:4]=1[C:5]([NH:7][CH2:8][C:9]([NH:11][C@@H:12]1[CH2:16][CH2:15][N:14]([CH2:17][C:40]2[C:37]3[C:36](=[CH:35][C:34]([CH3:33])=[CH:39][CH:38]=3)[NH:42][CH:41]=2)[CH2:13]1)=[O:10])=[O:6]. (6) Given the reactants [F:1]/[C:2](/[C:10]1[CH:15]=[CH:14][C:13]([O:16][C:17]([F:20])([F:19])[F:18])=[CH:12][CH:11]=1)=[CH:3]\[C:4]1[CH:8]=[C:7]([CH3:9])[NH:6][N:5]=1.CS(O[CH2:26][C:27]1[CH:28]=[N:29][C:30]([Cl:33])=[CH:31][CH:32]=1)(=O)=O.CC(C)([O-])C.[K+].O, predict the reaction product. The product is: [Cl:33][C:30]1[CH:31]=[CH:32][C:27]([CH2:26][N:6]2[C:7]([CH3:9])=[CH:8][C:4](/[CH:3]=[C:2](\[F:1])/[C:10]3[CH:15]=[CH:14][C:13]([O:16][C:17]([F:19])([F:18])[F:20])=[CH:12][CH:11]=3)=[N:5]2)=[CH:28][N:29]=1.